This data is from Full USPTO retrosynthesis dataset with 1.9M reactions from patents (1976-2016). The task is: Predict the reactants needed to synthesize the given product. (1) Given the product [CH3:31][O:30][C:29]1[CH:28]=[C:27]2[C:23]([CH:24]=[N:25][NH:26]2)=[CH:22][C:21]=1[NH:20][C:2]1[C:3]2[C:10]3[CH2:11][CH2:12][CH:13]([C:15]([O:17][CH2:18][CH3:19])=[O:16])[CH2:14][C:9]=3[S:8][C:4]=2[N:5]=[CH:6][N:7]=1, predict the reactants needed to synthesize it. The reactants are: Cl[C:2]1[C:3]2[C:10]3[CH2:11][CH2:12][CH:13]([C:15]([O:17][CH2:18][CH3:19])=[O:16])[CH2:14][C:9]=3[S:8][C:4]=2[N:5]=[CH:6][N:7]=1.[NH2:20][C:21]1[CH:22]=[C:23]2[C:27](=[CH:28][C:29]=1[O:30][CH3:31])[NH:26][N:25]=[CH:24]2.Cl.O1CCOCC1. (2) Given the product [F:14][C:3]1[CH:4]=[CH:5][C:6]([C:8]2[N:12]=[C:11]([NH:13][S:24]([C:21]3[CH:22]=[CH:23][C:18]([CH2:15][CH2:16][CH3:17])=[CH:19][CH:20]=3)(=[O:26])=[O:25])[S:10][CH:9]=2)=[CH:7][C:2]=1[CH3:1], predict the reactants needed to synthesize it. The reactants are: [CH3:1][C:2]1[CH:7]=[C:6]([C:8]2[N:12]=[C:11]([NH2:13])[S:10][CH:9]=2)[CH:5]=[CH:4][C:3]=1[F:14].[CH2:15]([C:18]1[CH:23]=[CH:22][C:21]([S:24](Cl)(=[O:26])=[O:25])=[CH:20][CH:19]=1)[CH2:16][CH3:17]. (3) Given the product [CH3:12][C:2]([NH2:13])([CH3:1])[CH2:3][CH2:4][CH2:5][C:6]1[CH:11]=[CH:10][CH:9]=[CH:8][CH:7]=1, predict the reactants needed to synthesize it. The reactants are: [CH3:1][C:2]([NH:13]C(=O)CCl)([CH3:12])[CH2:3][CH2:4][CH2:5][C:6]1[CH:11]=[CH:10][CH:9]=[CH:8][CH:7]=1.C(O)(=O)C.NC(N)=S.